Dataset: Catalyst prediction with 721,799 reactions and 888 catalyst types from USPTO. Task: Predict which catalyst facilitates the given reaction. Reactant: [F:1][C:2]([F:11])([F:10])[C:3]1[CH:8]=[CH:7][C:6]([NH2:9])=[CH:5][CH:4]=1.[I:12]Cl. Product: [I:12][C:5]1[CH:4]=[C:3]([C:2]([F:10])([F:11])[F:1])[CH:8]=[CH:7][C:6]=1[NH2:9]. The catalyst class is: 5.